This data is from Full USPTO retrosynthesis dataset with 1.9M reactions from patents (1976-2016). The task is: Predict the reactants needed to synthesize the given product. Given the product [F:15][C:12]1[CH:11]=[CH:10][C:9]2[C:3]3[C:4]([CH3:8])=[N:5][N:6]([CH3:7])[C:2]=3[NH:1][C:23](=[O:25])[C:14]=2[CH:13]=1, predict the reactants needed to synthesize it. The reactants are: [NH2:1][C:2]1[N:6]([CH3:7])[N:5]=[C:4]([CH3:8])[C:3]=1[C:9]1[CH:14]=[CH:13][C:12]([F:15])=[CH:11][CH:10]=1.N1C=CC=CC=1.Cl[C:23](Cl)([O:25]C(=O)OC(Cl)(Cl)Cl)Cl.[Cl-].[Al+3].[Cl-].[Cl-].